Dataset: NCI-60 drug combinations with 297,098 pairs across 59 cell lines. Task: Regression. Given two drug SMILES strings and cell line genomic features, predict the synergy score measuring deviation from expected non-interaction effect. (1) Drug 1: C1=NC2=C(N1)C(=S)N=C(N2)N. Drug 2: CCCS(=O)(=O)NC1=C(C(=C(C=C1)F)C(=O)C2=CNC3=C2C=C(C=N3)C4=CC=C(C=C4)Cl)F. Cell line: UO-31. Synergy scores: CSS=29.2, Synergy_ZIP=-1.53, Synergy_Bliss=-1.48, Synergy_Loewe=-3.92, Synergy_HSA=0.00486. (2) Drug 1: C1CN(CCN1C(=O)CCBr)C(=O)CCBr. Drug 2: CC12CCC3C(C1CCC2OP(=O)(O)O)CCC4=C3C=CC(=C4)OC(=O)N(CCCl)CCCl.[Na+]. Cell line: SF-295. Synergy scores: CSS=11.3, Synergy_ZIP=-3.48, Synergy_Bliss=0.350, Synergy_Loewe=-8.32, Synergy_HSA=-2.56. (3) Drug 1: C1C(C(OC1N2C=NC3=C(N=C(N=C32)Cl)N)CO)O. Drug 2: CS(=O)(=O)OCCCCOS(=O)(=O)C. Cell line: UO-31. Synergy scores: CSS=21.2, Synergy_ZIP=-3.74, Synergy_Bliss=-1.92, Synergy_Loewe=-24.0, Synergy_HSA=-4.00. (4) Drug 1: CC1=CC=C(C=C1)C2=CC(=NN2C3=CC=C(C=C3)S(=O)(=O)N)C(F)(F)F. Drug 2: CC1C(C(CC(O1)OC2CC(CC3=C2C(=C4C(=C3O)C(=O)C5=CC=CC=C5C4=O)O)(C(=O)C)O)N)O. Cell line: HCC-2998. Synergy scores: CSS=66.6, Synergy_ZIP=0.528, Synergy_Bliss=2.91, Synergy_Loewe=-12.8, Synergy_HSA=3.37. (5) Drug 1: C1=CC(=CC=C1CC(C(=O)O)N)N(CCCl)CCCl.Cl. Drug 2: CC1=C(C=C(C=C1)NC(=O)C2=CC=C(C=C2)CN3CCN(CC3)C)NC4=NC=CC(=N4)C5=CN=CC=C5. Cell line: SR. Synergy scores: CSS=51.3, Synergy_ZIP=6.32, Synergy_Bliss=6.79, Synergy_Loewe=-17.0, Synergy_HSA=6.40. (6) Synergy scores: CSS=5.23, Synergy_ZIP=-3.63, Synergy_Bliss=-1.84, Synergy_Loewe=-1.17, Synergy_HSA=-1.59. Drug 2: C(CC(=O)O)C(=O)CN.Cl. Drug 1: C1CC(=O)NC(=O)C1N2CC3=C(C2=O)C=CC=C3N. Cell line: M14. (7) Drug 1: C1=CN(C(=O)N=C1N)C2C(C(C(O2)CO)O)O.Cl. Drug 2: CCC1=C2CN3C(=CC4=C(C3=O)COC(=O)C4(CC)O)C2=NC5=C1C=C(C=C5)O. Cell line: NCI-H460. Synergy scores: CSS=43.0, Synergy_ZIP=-3.97, Synergy_Bliss=1.21, Synergy_Loewe=-12.6, Synergy_HSA=1.39. (8) Drug 1: CC1=C(C(CCC1)(C)C)C=CC(=CC=CC(=CC(=O)O)C)C. Drug 2: C(CCl)NC(=O)N(CCCl)N=O. Cell line: HCT-15. Synergy scores: CSS=14.5, Synergy_ZIP=6.36, Synergy_Bliss=10.3, Synergy_Loewe=8.46, Synergy_HSA=8.46. (9) Synergy scores: CSS=30.9, Synergy_ZIP=0.191, Synergy_Bliss=-0.301, Synergy_Loewe=-13.8, Synergy_HSA=-1.38. Drug 2: CNC(=O)C1=NC=CC(=C1)OC2=CC=C(C=C2)NC(=O)NC3=CC(=C(C=C3)Cl)C(F)(F)F. Cell line: NCI/ADR-RES. Drug 1: CC1OCC2C(O1)C(C(C(O2)OC3C4COC(=O)C4C(C5=CC6=C(C=C35)OCO6)C7=CC(=C(C(=C7)OC)O)OC)O)O. (10) Cell line: EKVX. Drug 1: CC1CCC2CC(C(=CC=CC=CC(CC(C(=O)C(C(C(=CC(C(=O)CC(OC(=O)C3CCCCN3C(=O)C(=O)C1(O2)O)C(C)CC4CCC(C(C4)OC)O)C)C)O)OC)C)C)C)OC. Synergy scores: CSS=2.27, Synergy_ZIP=-0.290, Synergy_Bliss=-1.77, Synergy_Loewe=-8.26, Synergy_HSA=-2.45. Drug 2: C1=CC=C(C(=C1)C(C2=CC=C(C=C2)Cl)C(Cl)Cl)Cl.